Task: Predict the product of the given reaction.. Dataset: Forward reaction prediction with 1.9M reactions from USPTO patents (1976-2016) Given the reactants [Br:1][C:2]1[CH:3]=[CH:4][C:5](F)=[N:6][CH:7]=1.CCN(C(C)C)C(C)C.[CH2:18]([NH:20][C@H:21]1[CH2:25][CH2:24][NH:23][CH2:22]1)[CH3:19], predict the reaction product. The product is: [Br:1][C:2]1[CH:3]=[CH:4][C:5]([N:23]2[CH2:24][CH2:25][C@H:21]([NH:20][CH2:18][CH3:19])[CH2:22]2)=[N:6][CH:7]=1.